This data is from Full USPTO retrosynthesis dataset with 1.9M reactions from patents (1976-2016). The task is: Predict the reactants needed to synthesize the given product. (1) The reactants are: [F:1][C@H:2]1[C@H:8]([NH:9]C(=O)OC(C)(C)C)[CH2:7][CH2:6][C@@H:5]([C:17]2[N:21]([CH3:22])[N:20]=[CH:19][C:18]=2[N+:23]([O-])=O)[O:4][CH2:3]1.[F:26][C:27]1[CH:32]=[CH:31][CH:30]=[C:29]([F:33])[C:28]=1[C:34]1[S:35][CH:36]=[C:37]([C:39](O)=[O:40])[N:38]=1. Given the product [NH2:9][C@H:8]1[C@H:2]([F:1])[CH2:3][O:4][C@H:5]([C:17]2[N:21]([CH3:22])[N:20]=[CH:19][C:18]=2[NH:23][C:39]([C:37]2[N:38]=[C:34]([C:28]3[C:27]([F:26])=[CH:32][CH:31]=[CH:30][C:29]=3[F:33])[S:35][CH:36]=2)=[O:40])[CH2:6][CH2:7]1, predict the reactants needed to synthesize it. (2) Given the product [Br:1][C:2]1[CH:23]=[CH:22][C:21]([F:24])=[CH:20][C:3]=1[O:4][CH:5]1[CH2:10][CH2:9][N:8]([C:11]2[N:12]=[CH:13][C:14]3[N:19]=[N:18][N:17]([CH2:28][C:29]([O:31][CH2:32][CH3:33])=[O:30])[C:15]=3[N:16]=2)[CH2:7][CH2:6]1, predict the reactants needed to synthesize it. The reactants are: [Br:1][C:2]1[CH:23]=[CH:22][C:21]([F:24])=[CH:20][C:3]=1[O:4][CH:5]1[CH2:10][CH2:9][N:8]([C:11]2[N:12]=[CH:13][C:14]3[N:19]=[N:18][NH:17][C:15]=3[N:16]=2)[CH2:7][CH2:6]1.[H-].[Na+].Br[CH2:28][C:29]([O:31][CH2:32][CH3:33])=[O:30]. (3) The reactants are: C1(P(=O)(C2C=CC=CC=2)C2C=CC=CC=2)C=CC=CC=1.FC(F)(F)S(OS(C(F)(F)F)(=O)=O)(=O)=O.C([S:43][C:44]([CH3:75])([CH2:68][N:69]1[CH2:74][CH2:73][O:72][CH2:71][CH2:70]1)[CH2:45][NH:46][C:47]([C:49]1[NH:50][C:51]2[C:56]([CH:57]=1)=[CH:55][CH:54]=[CH:53][C:52]=2[N:58]([CH3:67])[S:59]([C:62]1[S:63][CH:64]=[CH:65][CH:66]=1)(=[O:61])=[O:60])=O)C1C=CC=CC=1.C(=O)([O-])O.[Na+]. Given the product [CH3:67][N:58]([C:52]1[CH:53]=[CH:54][CH:55]=[C:56]2[C:51]=1[NH:50][C:49]([C:47]1[S:43][C:44]([CH3:75])([CH2:68][N:69]3[CH2:74][CH2:73][O:72][CH2:71][CH2:70]3)[CH2:45][N:46]=1)=[CH:57]2)[S:59]([C:62]1[S:63][CH:64]=[CH:65][CH:66]=1)(=[O:61])=[O:60], predict the reactants needed to synthesize it. (4) Given the product [CH3:9][C:8]1[O:15][C:13](=[O:14])/[C:12](=[CH:6]/[C:2]2[S:1][CH:5]=[CH:4][CH:3]=2)/[N:11]=1, predict the reactants needed to synthesize it. The reactants are: [S:1]1[CH:5]=[CH:4][CH:3]=[C:2]1[CH:6]=O.[C:8]([NH:11][CH2:12][C:13]([OH:15])=[O:14])(=O)[CH3:9].C([O-])(=O)C.[Na+]. (5) The reactants are: [Cl:1][C:2]1[C:21](I)=[CH:20][C:5]([C:6]([NH:8][C:9]2[CH:14]=[CH:13][C:12]([O:15][C:16]([F:19])([F:18])[F:17])=[CH:11][CH:10]=2)=[O:7])=[CH:4][N:3]=1.[F:23][C:24]1[CH:25]=[N:26][NH:27][C:28]=1[Sn](CCCC)(CCCC)CCCC. Given the product [Cl:1][C:2]1[C:21]([C:28]2[NH:27][N:26]=[CH:25][C:24]=2[F:23])=[CH:20][C:5]([C:6]([NH:8][C:9]2[CH:14]=[CH:13][C:12]([O:15][C:16]([F:19])([F:18])[F:17])=[CH:11][CH:10]=2)=[O:7])=[CH:4][N:3]=1, predict the reactants needed to synthesize it.